Task: Predict the reactants needed to synthesize the given product.. Dataset: Full USPTO retrosynthesis dataset with 1.9M reactions from patents (1976-2016) (1) Given the product [C:32]([C:2]1[CH:3]=[CH:4][C:5]([O:8][CH2:9][C:10]2[N:14]([CH3:15])[N:13]=[CH:12][C:11]=2[C:16]2[O:20][N:19]=[C:18]([C:21]3[CH:22]=[C:23]([S:27]([NH2:30])(=[O:28])=[O:29])[CH:24]=[CH:25][CH:26]=3)[N:17]=2)=[N:6][CH:7]=1)#[N:33], predict the reactants needed to synthesize it. The reactants are: Br[C:2]1[CH:3]=[CH:4][C:5]([O:8][CH2:9][C:10]2[N:14]([CH3:15])[N:13]=[CH:12][C:11]=2[C:16]2[O:20][N:19]=[C:18]([C:21]3[CH:22]=[C:23]([S:27]([NH2:30])(=[O:29])=[O:28])[CH:24]=[CH:25][CH:26]=3)[N:17]=2)=[N:6][CH:7]=1.[Cu][C:32]#[N:33]. (2) Given the product [CH3:30][C:20]1[CH:25]=[CH:24][C:23]([S:26]([O:18][CH2:17][CH:14]2[CH2:13][C:12]3[CH:11]=[CH:10][C:9]([Cl:19])=[C:8]([C:3]4[CH:4]=[CH:5][CH:6]=[CH:7][C:2]=4[Cl:1])[C:16]=3[O:15]2)(=[O:28])=[O:27])=[CH:22][CH:21]=1, predict the reactants needed to synthesize it. The reactants are: [Cl:1][C:2]1[CH:7]=[CH:6][CH:5]=[CH:4][C:3]=1[C:8]1[C:16]2[O:15][CH:14]([CH2:17][OH:18])[CH2:13][C:12]=2[CH:11]=[CH:10][C:9]=1[Cl:19].[C:20]1([CH3:30])[CH:25]=[CH:24][C:23]([S:26](Cl)(=[O:28])=[O:27])=[CH:22][CH:21]=1. (3) The reactants are: [Cl:1][C:2]1[CH:3]=[C:4]([CH:9]=[C:10]([Cl:18])[C:11]=1[O:12][CH:13]1[CH2:17][CH2:16][CH2:15][CH2:14]1)[C:5]([O:7]C)=[O:6].[OH-].[Li+].O. Given the product [Cl:1][C:2]1[CH:3]=[C:4]([CH:9]=[C:10]([Cl:18])[C:11]=1[O:12][CH:13]1[CH2:17][CH2:16][CH2:15][CH2:14]1)[C:5]([OH:7])=[O:6], predict the reactants needed to synthesize it. (4) Given the product [C:1]([O:5][C:6]([N:8]1[CH2:13][CH2:12][CH:11]([C:14]2[O:23][C:17]3=[CH:18][N:19]=[C:20]([C:32]4[CH:31]=[CH:30][C:29]([CH2:28][S:25]([CH3:24])(=[O:27])=[O:26])=[CH:34][CH:33]=4)[CH:21]=[C:16]3[CH:15]=2)[CH2:10][CH2:9]1)=[O:7])([CH3:4])([CH3:3])[CH3:2], predict the reactants needed to synthesize it. The reactants are: [C:1]([O:5][C:6]([N:8]1[CH2:13][CH2:12][CH:11]([C:14]2[O:23][C:17]3=[CH:18][N:19]=[C:20](Cl)[CH:21]=[C:16]3[CH:15]=2)[CH2:10][CH2:9]1)=[O:7])([CH3:4])([CH3:3])[CH3:2].[CH3:24][S:25]([CH2:28][C:29]1[CH:34]=[CH:33][C:32](B(O)O)=[CH:31][CH:30]=1)(=[O:27])=[O:26]. (5) The reactants are: [NH2:1][C:2]1[CH:7]=[C:6]([NH:8][C:9](=[O:18])[C:10]2[C:15]([Cl:16])=[CH:14][CH:13]=[CH:12][C:11]=2[Cl:17])[CH:5]=[CH:4][N:3]=1.[Br:19][C:20]1[S:24][C:23]([C:25]([OH:27])=O)=[CH:22]C=1.C([N:31](C(C)C)CC)(C)C.F[P-](F)(F)(F)(F)F.N1(OC(N(C)C)=[N+](C)C)C2N=CC=CC=2N=N1. Given the product [Br:19][C:20]1[S:24][C:23]([C:25]([NH:1][C:2]2[CH:7]=[C:6]([NH:8][C:9](=[O:18])[C:10]3[C:11]([Cl:17])=[CH:12][CH:13]=[CH:14][C:15]=3[Cl:16])[CH:5]=[CH:4][N:3]=2)=[O:27])=[CH:22][N:31]=1, predict the reactants needed to synthesize it. (6) Given the product [CH:11]1[C:8]2[C:9](=[O:10])[C:4]3[C:5](=[CH:6][CH:1]=[CH:2][CH:3]=3)[C:7]=2[C:14]([C:15]([Cl:20])=[O:17])=[CH:13][CH:12]=1, predict the reactants needed to synthesize it. The reactants are: [CH:1]1[CH:6]=[C:5]2[C:7]3[C:14]([C:15]([OH:17])=O)=[CH:13][CH:12]=[CH:11][C:8]=3[C:9](=[O:10])[C:4]2=[CH:3][CH:2]=1.S(Cl)([Cl:20])=O.